Dataset: Reaction yield outcomes from USPTO patents with 853,638 reactions. Task: Predict the reaction yield, written as a fraction of the theoretical maximum amount of product (1.0 means a 100% yield; for example, 0.34 means a 34% yield). (1) The reactants are [C:1]([CH2:3][C:4]1[C:5]([CH2:11][C:12]#[N:13])=[C:6]([CH3:10])[S:7][C:8]=1[CH3:9])#[N:2].Cl.N[C:16]1[C:21]([F:22])=[C:20]([F:23])[CH:19]=[C:18]([F:24])[C:17]=1[SH:25]. The catalyst is CCO. The product is [CH3:9][C:8]1[S:7][C:6]([CH3:10])=[C:5]([CH2:11][C:12]2[S:25][C:17]3[C:18]([F:24])=[CH:19][C:20]([F:23])=[C:21]([F:22])[C:16]=3[N:13]=2)[C:4]=1[CH2:3][C:1]#[N:2]. The yield is 0.312. (2) The reactants are [F:1][C:2]1[C:7]([C:8]([F:11])([F:10])[F:9])=[CH:6][CH:5]=[CH:4][C:3]=1[C:12]1[N:13]=[C:14]([CH2:17][C:18]2[CH:27]=[CH:26][C:21]([C:22]([O:24]C)=[O:23])=[CH:20][CH:19]=2)[S:15][CH:16]=1.C(O)C.[OH-].[Na+]. The catalyst is O1CCCC1. The product is [F:1][C:2]1[C:7]([C:8]([F:11])([F:10])[F:9])=[CH:6][CH:5]=[CH:4][C:3]=1[C:12]1[N:13]=[C:14]([CH2:17][C:18]2[CH:27]=[CH:26][C:21]([C:22]([OH:24])=[O:23])=[CH:20][CH:19]=2)[S:15][CH:16]=1. The yield is 0.640. (3) The reactants are [Cl:1][C:2]1[C:11]([OH:12])=[C:10]([OH:13])[CH:9]=[C:8]2[C:3]=1[C:4](=[O:19])[C:5]([C:16]([OH:18])=[O:17])=[CH:6][N:7]2[CH2:14][CH3:15].[C:20]([O-:23])([O-])=O.[K+].[K+].Cl[CH2:27][C:28]1[CH:33]=[CH:32][C:31]([O:34][CH3:35])=[CH:30][CH:29]=1. The catalyst is CN(C)C=O. The product is [Cl:1][C:2]1[C:11]([O:12][CH2:27][C:28]2[CH:33]=[CH:32][C:31]([O:34][CH3:35])=[CH:30][CH:29]=2)=[C:10]([O:13][CH2:27][C:28]2[CH:33]=[CH:32][C:31]([O:34][CH3:35])=[CH:30][CH:29]=2)[CH:9]=[C:8]2[C:3]=1[C:4](=[O:19])[C:5]([C:16]([O:18][CH2:4][C:3]1[CH:8]=[CH:9][C:10]([O:23][CH3:20])=[CH:11][CH:2]=1)=[O:17])=[CH:6][N:7]2[CH2:14][CH3:15]. The yield is 0.480. (4) The reactants are [OH:1][CH2:2][C:3]1[CH:16]=[CH:15][C:14]2[O:13][C:12]3[C:7]4=[C:8]([C:17](=[O:20])[NH:18][N:19]=[C:6]4[C:5]=2[CH:4]=1)[CH:9]=[CH:10][CH:11]=3.[P:21]([O-])([O:31][CH2:32][C:33]1[CH:38]=[CH:37][CH:36]=[CH:35][CH:34]=1)([O:23][CH2:24][C:25]1[CH:30]=[CH:29][CH:28]=[CH:27][CH:26]=1)=[O:22].C1(P(C2C=CC=CC=2)C2C=CC=CC=2)C=CC=CC=1.N(C(OC(C)C)=O)=NC(OC(C)C)=O. The catalyst is CN(C=O)C. The product is [O:20]=[C:17]1[C:8]2[CH:9]=[CH:10][CH:11]=[C:12]3[O:13][C:14]4[CH:15]=[CH:16][C:3]([CH2:2][O:1][P:21](=[O:22])([O:31][CH2:32][C:33]5[CH:38]=[CH:37][CH:36]=[CH:35][CH:34]=5)[O:23][CH2:24][C:25]5[CH:30]=[CH:29][CH:28]=[CH:27][CH:26]=5)=[CH:4][C:5]=4[C:6]([C:7]=23)=[N:19][NH:18]1. The yield is 0.400.